Dataset: Full USPTO retrosynthesis dataset with 1.9M reactions from patents (1976-2016). Task: Predict the reactants needed to synthesize the given product. (1) Given the product [Si:1]([O:8][C@H:9]1[CH2:13][N:12]([C:14]([O:16][C:17]([CH3:20])([CH3:19])[CH3:18])=[O:15])[C@H:11]([C:21]([CH3:23])=[CH2:22])[CH2:10]1)([C:4]([CH3:7])([CH3:6])[CH3:5])([CH3:2])[CH3:3], predict the reactants needed to synthesize it. The reactants are: [Si:1]([O:8][C@H:9]1[CH2:13][N:12]([C:14]([O:16][C:17]([CH3:20])([CH3:19])[CH3:18])=[O:15])[C@H:11]([C:21](O)([CH3:23])[CH3:22])[CH2:10]1)([C:4]([CH3:7])([CH3:6])[CH3:5])([CH3:3])[CH3:2].C(N(CC)CC)C.S(Cl)(Cl)=O. (2) Given the product [C:1]([O:5][C:6]([N:8]1[CH2:13][CH2:12][CH:11]([O:14][C:18]2[C:19]([C:20]([O:22][CH3:23])=[O:21])=[CH:24][C:25]([N+:26]([O-:28])=[O:27])=[C:16]([CH3:15])[CH:17]=2)[CH2:10][CH2:9]1)=[O:7])([CH3:4])([CH3:2])[CH3:3], predict the reactants needed to synthesize it. The reactants are: [C:1]([O:5][C:6]([N:8]1[CH2:13][CH2:12][CH:11]([OH:14])[CH2:10][CH2:9]1)=[O:7])([CH3:4])([CH3:3])[CH3:2].[CH3:15][C:16]1[CH:17]=[C:18](O)[C:19](=[CH:24][C:25]=1[N+:26]([O-:28])=[O:27])[C:20]([O:22][CH3:23])=[O:21].C1(P(C2C=CC=CC=2)C2C=CC=CC=2)C=CC=CC=1.N(C(OCC)=O)=NC(OCC)=O. (3) Given the product [CH3:26][O:25][C:22]1[CH:23]=[CH:24][C:19]([C@H:18]2[C@H:13]([O:12][CH2:11][CH2:10][C:4]3([O:3][CH3:54])[CH2:5][CH2:6][O:7][CH2:8][CH2:9]3)[CH2:14][N:15]([C:44]([O:46][CH2:47][C:48]3[CH:49]=[CH:50][CH:51]=[CH:52][CH:53]=3)=[O:45])[CH2:16][C@@H:17]2[O:27][CH2:28][C:29]2[CH:30]=[CH:31][C:32]3[O:37][CH2:36][CH2:35][N:34]([CH2:38][CH2:39][CH2:40][O:41][CH3:42])[C:33]=3[CH:43]=2)=[CH:20][CH:21]=1, predict the reactants needed to synthesize it. The reactants are: [H-].[Na+].[OH:3][C:4]1([CH2:10][CH2:11][O:12][C@H:13]2[C@H:18]([C:19]3[CH:24]=[CH:23][C:22]([O:25][CH3:26])=[CH:21][CH:20]=3)[C@@H:17]([O:27][CH2:28][C:29]3[CH:30]=[CH:31][C:32]4[O:37][CH2:36][CH2:35][N:34]([CH2:38][CH2:39][CH2:40][O:41][CH3:42])[C:33]=4[CH:43]=3)[CH2:16][N:15]([C:44]([O:46][CH2:47][C:48]3[CH:53]=[CH:52][CH:51]=[CH:50][CH:49]=3)=[O:45])[CH2:14]2)[CH2:9][CH2:8][O:7][CH2:6][CH2:5]1.[CH3:54]I. (4) Given the product [CH2:1]([S:8][C:9]1[CH:14]=[CH:13][CH:12]=[C:11]([O:17][CH3:16])[N:10]=1)[C:2]1[CH:7]=[CH:6][CH:5]=[CH:4][CH:3]=1, predict the reactants needed to synthesize it. The reactants are: [CH2:1]([S:8][C:9]1[CH:14]=[CH:13][CH:12]=[C:11](F)[N:10]=1)[C:2]1[CH:7]=[CH:6][CH:5]=[CH:4][CH:3]=1.[CH3:16][OH:17].C[O-].[Na+]. (5) Given the product [Cl:1][C:2]1[CH:3]=[C:4](/[CH:5]=[CH:6]/[C:7]([Cl:16])=[O:8])[CH:10]=[CH:11][C:12]=1[Cl:13], predict the reactants needed to synthesize it. The reactants are: [Cl:1][C:2]1[CH:3]=[C:4]([CH:10]=[CH:11][C:12]=1[Cl:13])[CH:5]=[CH:6][C:7](O)=[O:8].S(Cl)([Cl:16])=O.